The task is: Predict the reaction yield, written as a fraction of the theoretical maximum amount of product (1.0 means a 100% yield; for example, 0.34 means a 34% yield).. This data is from Reaction yield outcomes from USPTO patents with 853,638 reactions. (1) The reactants are [N:1]1[CH:6]=[CH:5][N:4]=[C:3]([NH2:7])[N:2]=1.Br[C:9]1[C:10](=[O:17])[N:11]([CH3:16])[CH:12]=[C:13]([Br:15])[CH:14]=1.CC1(C)C2C(=C(P(C3C=CC=CC=3)C3C=CC=CC=3)C=CC=2)OC2C(P(C3C=CC=CC=3)C3C=CC=CC=3)=CC=CC1=2.C(=O)([O-])[O-].[Cs+].[Cs+]. The catalyst is C1C=CC(/C=C/C(/C=C/C2C=CC=CC=2)=O)=CC=1.C1C=CC(/C=C/C(/C=C/C2C=CC=CC=2)=O)=CC=1.C1C=CC(/C=C/C(/C=C/C2C=CC=CC=2)=O)=CC=1.[Pd].[Pd].O1CCOCC1. The product is [N:1]1[CH:6]=[CH:5][N:4]=[C:3]([NH:7][C:9]2[C:10](=[O:17])[N:11]([CH3:16])[CH:12]=[C:13]([Br:15])[CH:14]=2)[N:2]=1. The yield is 0.400. (2) The reactants are [I:1][C:2]1[CH:3]=[C:4]([N+:9]([O-:11])=[O:10])[C:5](N)=[N:6][CH:7]=1.N([O-])=O.[Na+].[NH4+].[OH-].[ClH:18]. The catalyst is Cl[Cu]. The product is [I:1][C:2]1[CH:3]=[C:4]([N+:9]([O-:11])=[O:10])[C:5]([Cl:18])=[N:6][CH:7]=1. The yield is 0.360. (3) The reactants are [CH2:1]([Sn](CCCC)(CCCC)CCCC)[CH:2]=[CH2:3].N#N.Br[C:20]1[CH:39]=[N:38][C:23]2[N:24]([CH2:36][CH3:37])[C:25]3[N:33]=[C:32]([F:34])[CH:31]=[C:30]([CH3:35])[C:26]=3[NH:27][C:28](=[O:29])[C:22]=2[CH:21]=1.O. The catalyst is CN(C=O)C.C1C=CC([P]([Pd]([P](C2C=CC=CC=2)(C2C=CC=CC=2)C2C=CC=CC=2)([P](C2C=CC=CC=2)(C2C=CC=CC=2)C2C=CC=CC=2)[P](C2C=CC=CC=2)(C2C=CC=CC=2)C2C=CC=CC=2)(C2C=CC=CC=2)C2C=CC=CC=2)=CC=1. The product is [CH2:36]([N:24]1[C:23]2[N:38]=[CH:39][C:20]([CH2:3][CH:2]=[CH2:1])=[CH:21][C:22]=2[C:28](=[O:29])[NH:27][C:26]2[C:30]([CH3:35])=[CH:31][C:32]([F:34])=[N:33][C:25]1=2)[CH3:37]. The yield is 0.510. (4) The reactants are [CH2:1]([O:3][C:4]([C:6]1[CH:7]=[C:8]2[C:12](=[CH:13][CH:14]=1)[NH:11][CH:10]=[CH:9]2)=[O:5])[CH3:2].[H-].[Na+].[CH3:17][Si:18]([CH3:26])([CH3:25])[CH2:19][CH2:20][S:21](Cl)(=[O:23])=[O:22].[Cl-].[NH4+]. The catalyst is CN(C)C=O. The product is [CH2:1]([O:3][C:4]([C:6]1[CH:7]=[C:8]2[C:12](=[CH:13][CH:14]=1)[N:11]([S:21]([CH2:20][CH2:19][Si:18]([CH3:26])([CH3:25])[CH3:17])(=[O:23])=[O:22])[CH:10]=[CH:9]2)=[O:5])[CH3:2]. The yield is 0.790. (5) The reactants are I[C:2]1[CH:7]=[CH:6][CH:5]=[CH:4][C:3]=1[O:8][CH2:9][CH:10]=[C:11]([CH3:13])[CH3:12].C(N(C(C)C)CC)(C)C. The catalyst is C(#N)CC.C([O-])(=O)C.[Pd+2].C([O-])(=O)C. The product is [CH:11]([C:10]1[C:2]2[CH:7]=[CH:6][CH:5]=[CH:4][C:3]=2[O:8][CH:9]=1)([CH3:13])[CH3:12]. The yield is 0.520.